Dataset: Human liver microsome stability data. Task: Regression/Classification. Given a drug SMILES string, predict its absorption, distribution, metabolism, or excretion properties. Task type varies by dataset: regression for continuous measurements (e.g., permeability, clearance, half-life) or binary classification for categorical outcomes (e.g., BBB penetration, CYP inhibition). Dataset: hlm. (1) The molecule is CC(=O)n1cc(C(=O)O)c(Nc2ccc(I)cc2F)c1C. The result is 1 (stable in human liver microsomes). (2) The molecule is c1cc2c(ncc3nnn(CC4CCNCC4)c32)[nH]1. The result is 0 (unstable in human liver microsomes). (3) The result is 0 (unstable in human liver microsomes). The molecule is Cc1c(C(=O)O)sc2ccc(NC(=O)C(C)(C)NC(=O)c3ccc4c(C5CCCCC5)c(-c5ccccn5)n(C)c4c3)cc12.